From a dataset of Reaction yield outcomes from USPTO patents with 853,638 reactions. Predict the reaction yield, written as a fraction of the theoretical maximum amount of product (1.0 means a 100% yield; for example, 0.34 means a 34% yield). (1) The reactants are N1C=CC=CC=1.[CH:7]1([C:10](Cl)=[O:11])[CH2:9][CH2:8]1.[NH2:13][C:14]1[C:22]2[C:17](=[N:18][CH:19]=[C:20]([Cl:38])[C:21]=2[N:23]2[CH2:28][CH2:27][CH2:26][C@@H:25]([N:29]([CH3:37])[C:30](=[O:36])[O:31][C:32]([CH3:35])([CH3:34])[CH3:33])[CH2:24]2)[NH:16][CH:15]=1.[Li+].[OH-]. The catalyst is CN1C(=O)CCC1.CC#N.O.C(Cl)Cl.O. The product is [Cl:38][C:20]1[C:21]([N:23]2[CH2:28][CH2:27][CH2:26][C@@H:25]([N:29]([CH3:37])[C:30](=[O:36])[O:31][C:32]([CH3:33])([CH3:34])[CH3:35])[CH2:24]2)=[C:22]2[C:14]([NH:13][C:10]([CH:7]3[CH2:9][CH2:8]3)=[O:11])=[CH:15][NH:16][C:17]2=[N:18][CH:19]=1. The yield is 0.480. (2) The reactants are [Cl:1][C:2]1[CH:3]=[C:4]2[C:8](=[C:9]([C:12]([OH:14])=O)[C:10]=1[F:11])[NH:7][CH:6]=[CH:5]2.CN(C(ON1N=NC2C=CC=CC1=2)=[N+](C)C)C.[B-](F)(F)(F)F.C(N(CC)C(C)C)(C)C.[C:46]([C:50]1[CH:69]=[CH:68][C:53]([CH2:54][NH:55][CH2:56][CH2:57][C:58]2[CH:63]=[CH:62][CH:61]=[C:60]([C:64]([F:67])([F:66])[F:65])[CH:59]=2)=[CH:52][CH:51]=1)([CH3:49])([CH3:48])[CH3:47]. The product is [C:46]([C:50]1[CH:69]=[CH:68][C:53]([CH2:54][N:55]([CH2:56][CH2:57][C:58]2[CH:63]=[CH:62][CH:61]=[C:60]([C:64]([F:67])([F:65])[F:66])[CH:59]=2)[C:12]([C:9]2[C:10]([F:11])=[C:2]([Cl:1])[CH:3]=[C:4]3[C:8]=2[NH:7][CH:6]=[CH:5]3)=[O:14])=[CH:52][CH:51]=1)([CH3:49])([CH3:47])[CH3:48]. The yield is 0.270. The catalyst is CN(C=O)C.O.